From a dataset of Full USPTO retrosynthesis dataset with 1.9M reactions from patents (1976-2016). Predict the reactants needed to synthesize the given product. (1) Given the product [CH2:1]([O:3][C:4](=[O:43])[CH2:5][O:6][C:7]1[CH:12]=[CH:11][C:10]([S:13]([N:16]2[CH2:25][CH:24]([CH2:26][CH2:27][C:28]3[CH:29]=[CH:30][CH:31]=[CH:32][CH:33]=3)[C:23]3[C:18](=[CH:19][C:20]([C:49]4[CH:50]=[CH:51][C:46]([C:45]([F:56])([F:55])[F:44])=[CH:47][CH:48]=4)=[CH:21][CH:22]=3)[CH2:17]2)(=[O:14])=[O:15])=[CH:9][C:8]=1[CH3:42])[CH3:2], predict the reactants needed to synthesize it. The reactants are: [CH2:1]([O:3][C:4](=[O:43])[CH2:5][O:6][C:7]1[CH:12]=[CH:11][C:10]([S:13]([N:16]2[CH2:25][CH:24]([CH2:26][CH2:27][C:28]3[CH:33]=[CH:32][CH:31]=[CH:30][CH:29]=3)[C:23]3[C:18](=[CH:19][C:20](OS(C(F)(F)F)(=O)=O)=[CH:21][CH:22]=3)[CH2:17]2)(=[O:15])=[O:14])=[CH:9][C:8]=1[CH3:42])[CH3:2].[F:44][C:45]([F:56])([F:55])[C:46]1[CH:51]=[CH:50][C:49](B(O)O)=[CH:48][CH:47]=1.O.O.O.P([O-])([O-])([O-])=O.[K+].[K+].[K+]. (2) Given the product [NH2:14][C:13]1[CH:12]=[C:11]([C:15]2[CH:20]=[CH:19][N:18]=[CH:17][CH:16]=2)[S:6][C:5]=1[C:4]([O:8][CH3:9])=[O:7], predict the reactants needed to synthesize it. The reactants are: C[O-].[Na+].[C:4]([O:8][CH3:9])(=[O:7])[CH2:5][SH:6].Cl[C:11]([C:15]1[CH:20]=[CH:19][N:18]=[CH:17][CH:16]=1)=[CH:12][C:13]#[N:14]. (3) Given the product [Cl:15][C:16]1[CH:23]=[C:22]([NH:1][C@H:2]([C@H:3]([OH:4])[CH3:5])[C:6]([OH:8])=[O:7])[CH:21]=[CH:20][C:17]=1[C:18]#[N:19], predict the reactants needed to synthesize it. The reactants are: [NH2:1][C@@H:2]([C:6]([OH:8])=[O:7])[C@@H:3]([CH3:5])[OH:4].C([O-])([O-])=O.[K+].[K+].[Cl:15][C:16]1[CH:23]=[C:22](F)[CH:21]=[CH:20][C:17]=1[C:18]#[N:19]. (4) Given the product [OH:16][CH:15]([CH2:17][NH:36][CH:33]1[CH2:34][CH2:35][N:30]([C:28]2[C:29]3[C:21]([CH3:20])=[C:22]([C:37]4[CH:42]=[CH:41][CH:40]=[CH:39][CH:38]=4)[S:23][C:24]=3[N:25]=[CH:26][N:27]=2)[CH2:31][CH2:32]1)[CH2:14][O:13][C:10]1[CH:9]=[CH:8][C:7]([OH:6])=[CH:12][CH:11]=1, predict the reactants needed to synthesize it. The reactants are: C([Si](C)(C)[O:6][C:7]1[CH:12]=[CH:11][C:10]([O:13][CH2:14][CH:15]2[CH2:17][O:16]2)=[CH:9][CH:8]=1)(C)(C)C.[CH3:20][C:21]1[C:29]2[C:28]([N:30]3[CH2:35][CH2:34][CH:33]([NH2:36])[CH2:32][CH2:31]3)=[N:27][CH:26]=[N:25][C:24]=2[S:23][C:22]=1[C:37]1[CH:42]=[CH:41][CH:40]=[CH:39][CH:38]=1. (5) Given the product [N:17]1[N:16]=[CH:15][N:19]2[CH:20]=[C:21]([C:26]([OH:27])=[O:29])[CH:22]=[CH:23][C:18]=12, predict the reactants needed to synthesize it. The reactants are: COC1C=C2C(C(OC[C:15]3[N:19]4[CH:20]=[C:21](C#N)[CH:22]=[CH:23][C:18]4=[N:17][N:16]=3)=CC=N2)=CC=1.[C:26](=[O:29])([O-])[O-:27].[Na+].[Na+]. (6) Given the product [Cl:9][C:10]1[CH:19]=[CH:18][C:13]([C:14]([O:16][CH3:17])=[O:15])=[C:12]([CH2:20][Br:1])[CH:11]=1, predict the reactants needed to synthesize it. The reactants are: [Br:1]N1C(=O)CCC1=O.[Cl:9][C:10]1[CH:19]=[CH:18][C:13]([C:14]([O:16][CH3:17])=[O:15])=[C:12]([CH3:20])[CH:11]=1.C(=O)([O-])O.[Na+]. (7) Given the product [C:15]1([CH2:21][C:22]([NH:14][C:2]2[CH:3]=[CH:4][C:5]3[O:6][C:7]4[CH2:13][CH2:12][CH2:11][CH2:10][C:8]=4[C:9]=3[CH:1]=2)=[O:23])[CH:20]=[CH:19][CH:18]=[CH:17][CH:16]=1, predict the reactants needed to synthesize it. The reactants are: [CH2:1]1[C:9]2[C:8]3[CH:10]=[CH:11][CH:12]=[CH:13][C:7]=3[O:6][C:5]=2[CH2:4][CH2:3][CH:2]1[NH2:14].[C:15]1([CH2:21][C:22](Cl)=[O:23])[CH:20]=[CH:19][CH:18]=[CH:17][CH:16]=1.C(N(CC)CC)C.